Dataset: Catalyst prediction with 721,799 reactions and 888 catalyst types from USPTO. Task: Predict which catalyst facilitates the given reaction. (1) Reactant: [N+](C1C=CC(O[C:9]([O:11][C:12]2[CH:13]=[N:14][CH:15]=[C:16]([CH:21]=2)[C:17]([O:19][CH3:20])=[O:18])=[O:10])=CC=1)([O-])=O.C(#N)C.Cl.[NH:28]1[CH2:33][CH2:32][CH:31]([CH2:34][CH2:35][C:36]2[CH:37]=[C:38]([CH:41]=[CH:42][CH:43]=2)[C:39]#[N:40])[CH2:30][CH2:29]1. Product: [C:39]([C:38]1[CH:37]=[C:36]([CH2:35][CH2:34][CH:31]2[CH2:32][CH2:33][N:28]([C:9]([O:11][C:12]3[CH:13]=[N:14][CH:15]=[C:16]([CH:21]=3)[C:17]([O:19][CH3:20])=[O:18])=[O:10])[CH2:29][CH2:30]2)[CH:43]=[CH:42][CH:41]=1)#[N:40]. The catalyst class is: 25. (2) Reactant: C([N:8]1[CH2:22][CH:21]([CH3:23])[N:11]2[C:12](=[O:20])[C:13]3[CH:14]=[CH:15][CH:16]=[CH:17][C:18]=3[CH2:19][CH:10]2[CH2:9]1)C1C=CC=CC=1.[H][H]. Product: [CH3:23][C@H:21]1[N:11]2[C:12](=[O:20])[C:13]3[CH:14]=[CH:15][CH:16]=[CH:17][C:18]=3[CH2:19][C@@H:10]2[CH2:9][NH:8][CH2:22]1. The catalyst class is: 350. (3) Reactant: COC(C(C(OC)=O)C[CH2:7][C:8]([C:18]#[N:19])([C:12]1[CH:17]=[CH:16][CH:15]=[CH:14][CH:13]=1)[CH2:9]CC)=O.[CH3:24][C:25]([O-:28])(C)[CH3:26].[K+].[C:30]([OH:33])(=[O:32])C.[C:34]1(C)C=CC=CC=1. Product: [CH3:34][O:33][C:30]([CH:24]1[CH2:9][C:8]([C:18]#[N:19])([C:12]2[CH:17]=[CH:16][CH:15]=[CH:14][CH:13]=2)[CH2:7][CH2:26][C:25]1=[O:28])=[O:32]. The catalyst class is: 7.